From a dataset of Peptide-MHC class I binding affinity with 185,985 pairs from IEDB/IMGT. Regression. Given a peptide amino acid sequence and an MHC pseudo amino acid sequence, predict their binding affinity value. This is MHC class I binding data. (1) The peptide sequence is TLWKAGILY. The MHC is HLA-A68:01 with pseudo-sequence HLA-A68:01. The binding affinity (normalized) is 0.0641. (2) The peptide sequence is LSPYYRNSV. The MHC is Mamu-A01 with pseudo-sequence Mamu-A01. The binding affinity (normalized) is 0.792. (3) The peptide sequence is VLPFDIKYI. The MHC is HLA-A02:02 with pseudo-sequence HLA-A02:02. The binding affinity (normalized) is 0.546. (4) The peptide sequence is TTFAEGVVA. The MHC is HLA-A02:01 with pseudo-sequence HLA-A02:01. The binding affinity (normalized) is 0. (5) The peptide sequence is SEHTGKEIV. The MHC is HLA-B40:01 with pseudo-sequence HLA-B40:01. The binding affinity (normalized) is 0.680.